Dataset: Catalyst prediction with 721,799 reactions and 888 catalyst types from USPTO. Task: Predict which catalyst facilitates the given reaction. (1) Reactant: [F:1][C:2]1[CH:30]=[CH:29][C:5]([CH2:6][C:7]2[N:11]([CH2:12][C:13]([N:15]3[CH2:20][CH2:19][CH:18]([NH:21][CH3:22])[CH2:17][CH2:16]3)=[O:14])[N:10]=[C:9]([C:23]3[CH:28]=[CH:27][N:26]=[CH:25][CH:24]=3)[CH:8]=2)=[CH:4][CH:3]=1.C(N(CC)CC)C.[CH:38]1([C:42](Cl)=[O:43])[CH2:41][CH2:40][CH2:39]1. Product: [F:1][C:2]1[CH:3]=[CH:4][C:5]([CH2:6][C:7]2[N:11]([CH2:12][C:13]([N:15]3[CH2:16][CH2:17][CH:18]([N:21]([CH3:22])[C:42]([CH:38]4[CH2:41][CH2:40][CH2:39]4)=[O:43])[CH2:19][CH2:20]3)=[O:14])[N:10]=[C:9]([C:23]3[CH:24]=[CH:25][N:26]=[CH:27][CH:28]=3)[CH:8]=2)=[CH:29][CH:30]=1. The catalyst class is: 2. (2) Reactant: C(OC(=O)[NH:7][C:8]1[CH:13]=[CH:12][CH:11]=[C:10]([N:14]2[CH2:18][CH2:17][NH:16][C:15]2=[O:19])[CH:9]=1)(C)(C)C.FC(F)(F)C(O)=O. Product: [NH2:7][C:8]1[CH:9]=[C:10]([N:14]2[CH2:18][CH2:17][NH:16][C:15]2=[O:19])[CH:11]=[CH:12][CH:13]=1. The catalyst class is: 4. (3) Reactant: [C:1]([O:10]N1C(=O)CCC1=O)([O:3][CH2:4][CH2:5][Si:6]([CH3:9])([CH3:8])[CH3:7])=O.[Si:18]([O:25][CH:26]1[CH2:31][CH2:30][CH:29]([CH2:32][C@H:33]([NH:37][C:38](=[O:44])[O:39][C:40]([CH3:43])([CH3:42])[CH3:41])[CH2:34][NH:35][CH3:36])[CH2:28][CH2:27]1)([C:21]([CH3:24])([CH3:23])[CH3:22])([CH3:20])[CH3:19].C([O-])([O-])=O.[K+].[K+]. Product: [Si:18]([O:25][CH:26]1[CH2:27][CH2:28][CH:29]([CH2:32][C@H:33]([NH:37][C:38](=[O:44])[O:39][C:40]([CH3:43])([CH3:42])[CH3:41])[CH2:34][N:35]([CH3:36])[C:1]([O:3][CH2:4][CH2:5][Si:6]([CH3:7])([CH3:8])[CH3:9])=[O:10])[CH2:30][CH2:31]1)([C:21]([CH3:23])([CH3:24])[CH3:22])([CH3:20])[CH3:19]. The catalyst class is: 232. (4) Reactant: [N+:1]([C:4]1[CH:9]=[CH:8][C:7]([C:10](=[O:25])[CH2:11][NH:12][C:13]([CH:15]2[CH2:20][CH2:19][CH:18]([C:21]([O:23][CH3:24])=[O:22])[CH2:17][CH2:16]2)=O)=[CH:6][CH:5]=1)([O-:3])=[O:2].O=P(Cl)(Cl)Cl.C([O-])(O)=O.[Na+]. Product: [N+:1]([C:4]1[CH:9]=[CH:8][C:7]([C:10]2[O:25][C:13]([CH:15]3[CH2:16][CH2:17][CH:18]([C:21]([O:23][CH3:24])=[O:22])[CH2:19][CH2:20]3)=[N:12][CH:11]=2)=[CH:6][CH:5]=1)([O-:3])=[O:2]. The catalyst class is: 10. (5) Reactant: [O:1]=[CH:2][C:3]1[CH:11]=[CH:10][C:8]([OH:9])=[C:5]([O:6][CH3:7])[CH:4]=1.C([O-])([O-])O[CH2:14][CH3:15].[H][H]. Product: [CH2:14]([O:1][CH2:2][C:3]1[CH:11]=[CH:10][C:8]([OH:9])=[C:5]([O:6][CH3:7])[CH:4]=1)[CH3:15]. The catalyst class is: 719. (6) Reactant: [F:1][C:2]1[CH:16]=[CH:15][C:5]([CH2:6][N:7]2[CH2:13][CH:12]3[NH:14][CH:9]([CH2:10][CH2:11]3)[CH2:8]2)=[CH:4][CH:3]=1.C(N(CC)CC)C.[Cl:24][CH2:25][C:26](Cl)=[O:27]. Product: [Cl:24][CH2:25][C:26]([N:14]1[CH:9]2[CH2:10][CH2:11][CH:12]1[CH2:13][N:7]([CH2:6][C:5]1[CH:4]=[CH:3][C:2]([F:1])=[CH:16][CH:15]=1)[CH2:8]2)=[O:27]. The catalyst class is: 4.